Dataset: Forward reaction prediction with 1.9M reactions from USPTO patents (1976-2016). Task: Predict the product of the given reaction. (1) Given the reactants Cl[C:2]1[N:11]=[C:10]([CH:12]2[CH2:17][CH2:16][CH2:15][CH2:14][CH2:13]2)[C:9]2[C:4](=[CH:5][CH:6]=[CH:7][CH:8]=2)[N:3]=1.Cl.[NH2:19][C@H:20]1[CH2:24][CH2:23][N:22]([C:25](=[O:38])[CH2:26][C:27]2[CH:32]=[CH:31][C:30]([O:33][C:34]([F:37])([F:36])[F:35])=[CH:29][CH:28]=2)[CH2:21]1.C(N(CC)C(C)C)(C)C.C(=O)([O-])O.[Na+], predict the reaction product. The product is: [CH:12]1([C:10]2[C:9]3[C:4](=[CH:5][CH:6]=[CH:7][CH:8]=3)[N:3]=[C:2]([NH:19][C@H:20]3[CH2:24][CH2:23][N:22]([C:25](=[O:38])[CH2:26][C:27]4[CH:28]=[CH:29][C:30]([O:33][C:34]([F:35])([F:36])[F:37])=[CH:31][CH:32]=4)[CH2:21]3)[N:11]=2)[CH2:17][CH2:16][CH2:15][CH2:14][CH2:13]1. (2) Given the reactants CO.C([O:10][C:11]1[C:12]([CH3:30])=[C:13]([CH3:29])[C:14]([NH:18][C:19](=[O:28])[C:20]2[CH:25]=[CH:24][C:23]([O:26][CH3:27])=[CH:22][CH:21]=2)=[N:15][C:16]=1[CH3:17])C1C=CC=CC=1, predict the reaction product. The product is: [OH:10][C:11]1[C:12]([CH3:30])=[C:13]([CH3:29])[C:14]([NH:18][C:19](=[O:28])[C:20]2[CH:25]=[CH:24][C:23]([O:26][CH3:27])=[CH:22][CH:21]=2)=[N:15][C:16]=1[CH3:17]. (3) Given the reactants [H-].[Na+].[Br:3][C:4]1[CH:9]=[CH:8][C:7](N)=[C:6]([C:11]([CH3:14])([CH3:13])[CH3:12])[CH:5]=1.[CH2:15](I)[CH3:16].[Cl-].[NH4+:19], predict the reaction product. The product is: [Br:3][C:4]1[CH:9]=[CH:8][C:7]([CH2:16][CH2:15][NH2:19])=[C:6]([C:11]([CH3:14])([CH3:13])[CH3:12])[CH:5]=1.